This data is from Reaction yield outcomes from USPTO patents with 853,638 reactions. The task is: Predict the reaction yield, written as a fraction of the theoretical maximum amount of product (1.0 means a 100% yield; for example, 0.34 means a 34% yield). (1) The reactants are Br[C:2]1[CH:3]=[C:4]([N:8]2[C:12]3[CH2:13][CH2:14][CH:15]([OH:16])[C:11]=3[C:10]([C:17]([O:19][CH2:20][CH3:21])=[O:18])=[N:9]2)[CH:5]=[CH:6][CH:7]=1.[C:22]([C@:24]1([OH:31])[CH2:28][CH2:27][N:26]([CH3:29])[C:25]1=[O:30])#[CH:23]. No catalyst specified. The product is [OH:16][CH:15]1[C:11]2[C:10]([C:17]([O:19][CH2:20][CH3:21])=[O:18])=[N:9][N:8]([C:4]3[CH:5]=[CH:6][CH:7]=[C:2]([C:23]#[C:22][C@:24]4([OH:31])[CH2:28][CH2:27][N:26]([CH3:29])[C:25]4=[O:30])[CH:3]=3)[C:12]=2[CH2:13][CH2:14]1. The yield is 1.35. (2) The reactants are [Cl:1][C:2]1[C:3]([F:31])=[C:4]([C@@H:8]2[C@:12]([C:15]3[CH:20]=[CH:19][C:18]([Cl:21])=[CH:17][C:16]=3[F:22])([C:13]#[N:14])[C@H:11]([CH2:23][C:24]([CH3:27])([CH3:26])[CH3:25])[NH:10][C@H:9]2[C:28](O)=[O:29])[CH:5]=[CH:6][CH:7]=1.CCN(C(C)C)C(C)C.[NH2:41][C:42]1[CH:51]=[CH:50][C:45]([C:46]([NH:48][NH2:49])=[O:47])=[CH:44][CH:43]=1.CN(C(ON1N=NC2C=CC=NC1=2)=[N+](C)C)C.F[P-](F)(F)(F)(F)F. The catalyst is ClCCl. The product is [NH:48]([C:46]([C:45]1[CH:50]=[CH:51][C:42]([NH:41][C:28]([C@H:9]2[C@H:8]([C:4]3[CH:5]=[CH:6][CH:7]=[C:2]([Cl:1])[C:3]=3[F:31])[C@:12]([C:15]3[CH:20]=[CH:19][C:18]([Cl:21])=[CH:17][C:16]=3[F:22])([C:13]#[N:14])[C@H:11]([CH2:23][C:24]([CH3:27])([CH3:26])[CH3:25])[NH:10]2)=[O:29])=[CH:43][CH:44]=1)=[O:47])[NH2:49]. The yield is 0.675. (3) The product is [Cl:22][C:16]1[CH:17]=[N:18][C:19]2[C:14]([N:15]=1)=[CH:13][C:12]([C:10]([C:4]1[C:3]([F:23])=[C:2]([NH:1][S:27]([CH2:24][CH2:25][CH3:26])(=[O:29])=[O:28])[CH:7]=[C:6]([F:8])[C:5]=1[F:9])=[O:11])=[CH:21][CH:20]=2. The catalyst is C(Cl)Cl. The reactants are [NH2:1][C:2]1[C:3]([F:23])=[C:4]([C:10]([C:12]2[CH:13]=[C:14]3[C:19](=[CH:20][CH:21]=2)[N:18]=[CH:17][C:16]([Cl:22])=[N:15]3)=[O:11])[C:5]([F:9])=[C:6]([F:8])[CH:7]=1.[CH2:24]([S:27](Cl)(=[O:29])=[O:28])[CH2:25][CH3:26].N1C=CC=CC=1. The yield is 0.152. (4) The reactants are [Cl:1][C:2]1[C:10]2[C:5](=[CH:6][CH:7]=[C:8]([C:11](OC)=[O:12])[CH:9]=2)[N:4]([C:15]([O:17][C:18]([CH3:21])([CH3:20])[CH3:19])=[O:16])[CH:3]=1. The catalyst is C1COCC1. The product is [Cl:1][C:2]1[C:10]2[C:5](=[CH:6][CH:7]=[C:8]([CH2:11][OH:12])[CH:9]=2)[N:4]([C:15]([O:17][C:18]([CH3:21])([CH3:20])[CH3:19])=[O:16])[CH:3]=1. The yield is 0.680. (5) The reactants are [Br:1][C:2]1[CH:7]=[CH:6][C:5](I)=[C:4]([O:9][CH3:10])[CH:3]=1.[NH2:11][C:12]1[CH:17]=[CH:16][C:15]([S:18][CH2:19][C:20]2[CH:25]=[CH:24][CH:23]=[CH:22][CH:21]=2)=[CH:14][C:13]=1/[CH:26]=[CH:27]/[C:28]([O:30][CH2:31][CH3:32])=[O:29].C(=O)([O-])[O-].[Cs+].[Cs+].C1(OC)CCCC1. The catalyst is C1C=CC(/C=C/C(/C=C/C2C=CC=CC=2)=O)=CC=1.C1C=CC(/C=C/C(/C=C/C2C=CC=CC=2)=O)=CC=1.C1C=CC(/C=C/C(/C=C/C2C=CC=CC=2)=O)=CC=1.[Pd].[Pd].CC1(C)C2C(=C(P(C3C=CC=CC=3)C3C=CC=CC=3)C=CC=2)OC2C(P(C3C=CC=CC=3)C3C=CC=CC=3)=CC=CC1=2.O. The product is [CH2:19]([S:18][C:15]1[CH:16]=[CH:17][C:12]([NH:11][C:5]2[CH:6]=[CH:7][C:2]([Br:1])=[CH:3][C:4]=2[O:9][CH3:10])=[C:13](/[CH:26]=[CH:27]/[C:28]([O:30][CH2:31][CH3:32])=[O:29])[CH:14]=1)[C:20]1[CH:21]=[CH:22][CH:23]=[CH:24][CH:25]=1. The yield is 0.910.